This data is from Catalyst prediction with 721,799 reactions and 888 catalyst types from USPTO. The task is: Predict which catalyst facilitates the given reaction. (1) Reactant: [F:1][C:2]1[CH:15]=[CH:14][C:5]([O:6][C:7]2[CH:13]=[CH:12][C:10]([NH2:11])=[CH:9][CH:8]=2)=[CH:4][CH:3]=1.[C:16](N1C=CN=C1)(N1C=CN=C1)=S.[NH:28]([C:30](=[O:50])[C:31]([NH:33][C:34]1[CH:35]=[CH:36][C:37]([N:40]2[CH2:45][CH2:44][CH:43]([C:46]([O:48][CH3:49])=[O:47])[CH2:42][CH2:41]2)=[N:38][CH:39]=1)=[O:32])[NH2:29].CCN=C=NCCCN(C)C.Cl. Product: [F:1][C:2]1[CH:15]=[CH:14][C:5]([O:6][C:7]2[CH:13]=[CH:12][C:10]([NH:11][C:16]3[O:50][C:30]([C:31]([NH:33][C:34]4[CH:35]=[CH:36][C:37]([N:40]5[CH2:41][CH2:42][CH:43]([C:46]([O:48][CH3:49])=[O:47])[CH2:44][CH2:45]5)=[N:38][CH:39]=4)=[O:32])=[N:28][N:29]=3)=[CH:9][CH:8]=2)=[CH:4][CH:3]=1. The catalyst class is: 287. (2) Reactant: [S:1]1[C:5]([C:6]([O:8]C)=[O:7])=[CH:4][C:3]2[CH:10]=[C:11]([C:14]([O:16]C)=[O:15])[CH:12]=[CH:13][C:2]1=2.O.[OH-].[Li+].O. Product: [S:1]1[C:5]([C:6]([OH:8])=[O:7])=[CH:4][C:3]2[CH:10]=[C:11]([C:14]([OH:16])=[O:15])[CH:12]=[CH:13][C:2]1=2. The catalyst class is: 5. (3) Reactant: [Br:1][C:2]1[CH:7]=[CH:6][C:5]([N:8]2[C:16]([C:17](O)=[O:18])=[C:15]3[C:10]([CH:11]=[C:12]([N+:23]([O-:25])=[O:24])[C:13]([CH:20]4[CH2:22][CH2:21]4)=[CH:14]3)=[N:9]2)=[CH:4][CH:3]=1.[CH3:26][NH2:27].O=P(Cl)(Cl)Cl. Product: [Br:1][C:2]1[CH:7]=[CH:6][C:5]([N:8]2[C:16]([C:17]([NH:27][CH3:26])=[O:18])=[C:15]3[C:10]([CH:11]=[C:12]([N+:23]([O-:25])=[O:24])[C:13]([CH:20]4[CH2:22][CH2:21]4)=[CH:14]3)=[N:9]2)=[CH:4][CH:3]=1. The catalyst class is: 17.